This data is from Forward reaction prediction with 1.9M reactions from USPTO patents (1976-2016). The task is: Predict the product of the given reaction. Given the reactants [Si]([O:8][C@H:9]([C:35]1[CH:40]=[CH:39][C:38]([OH:41])=[C:37]([CH2:42][OH:43])[CH:36]=1)[CH2:10][NH:11][C@H:12]([CH3:34])[CH2:13][C:14]1[CH:15]=[C:16]([CH2:20][CH2:21][C:22]([NH:24][CH2:25][C:26]2[CH:31]=[CH:30][C:29]([CH3:32])=[C:28]([CH3:33])[CH:27]=2)=[O:23])[CH:17]=[CH:18][CH:19]=1)(C(C)(C)C)(C)C.CO.O.ClCCl, predict the reaction product. The product is: [NH3:11].[CH3:33][C:28]1[CH:27]=[C:26]([CH:31]=[CH:30][C:29]=1[CH3:32])[CH2:25][NH:24][C:22](=[O:23])[CH2:21][CH2:20][C:16]1[CH:17]=[CH:18][CH:19]=[C:14]([CH2:13][C@H:12]([NH:11][CH2:10][C@H:9]([OH:8])[C:35]2[CH:40]=[CH:39][C:38]([OH:41])=[C:37]([CH2:42][OH:43])[CH:36]=2)[CH3:34])[CH:15]=1.